Dataset: Peptide-MHC class I binding affinity with 185,985 pairs from IEDB/IMGT. Task: Regression. Given a peptide amino acid sequence and an MHC pseudo amino acid sequence, predict their binding affinity value. This is MHC class I binding data. (1) The peptide sequence is MTRRRVLSV. The MHC is HLA-A66:01 with pseudo-sequence HLA-A66:01. The binding affinity (normalized) is 0.213. (2) The peptide sequence is RLEDVFAGK. The MHC is HLA-B58:01 with pseudo-sequence HLA-B58:01. The binding affinity (normalized) is 0.0847. (3) The peptide sequence is MSRKLHRYI. The MHC is HLA-B35:01 with pseudo-sequence HLA-B35:01. The binding affinity (normalized) is 0.0847. (4) The peptide sequence is LLQAIGAAA. The MHC is HLA-B57:01 with pseudo-sequence HLA-B57:01. The binding affinity (normalized) is 0.213. (5) The peptide sequence is LEVIKGGRHL. The MHC is Patr-B2401 with pseudo-sequence Patr-B2401. The binding affinity (normalized) is 0. (6) The peptide sequence is LQYEGGAAL. The MHC is HLA-B14:02 with pseudo-sequence HLA-B14:02. The binding affinity (normalized) is 0.0652. (7) The peptide sequence is LLLEWLAEVV. The MHC is HLA-A02:03 with pseudo-sequence HLA-A02:03. The binding affinity (normalized) is 1.00.